The task is: Predict the reactants needed to synthesize the given product.. This data is from Full USPTO retrosynthesis dataset with 1.9M reactions from patents (1976-2016). (1) Given the product [N+:1]([C:4]1[CH:5]=[CH:6][C:7]([S:10]([CH2:11][CH2:12][O:13][C:14](=[O:22])[C:15]2[CH:20]=[CH:19][CH:18]=[C:17]([Cl:21])[CH:16]=2)=[O:31])=[N:8][CH:9]=1)([O-:3])=[O:2], predict the reactants needed to synthesize it. The reactants are: [N+:1]([C:4]1[CH:5]=[CH:6][C:7]([S:10][CH2:11][CH2:12][O:13][C:14](=[O:22])[C:15]2[CH:20]=[CH:19][CH:18]=[C:17]([Cl:21])[CH:16]=2)=[N:8][CH:9]=1)([O-:3])=[O:2].ClC1C=CC=C(C(O[O-])=[O:31])C=1. (2) Given the product [C:1]1([CH:11]=[CH:14][C:13]([C:16]2[S:17][CH:18]=[CH:19][CH:20]=2)=[O:15])[C:10]2[C:5](=[CH:6][CH:7]=[CH:8][CH:9]=2)[CH:4]=[CH:3][CH:2]=1, predict the reactants needed to synthesize it. The reactants are: [C:1]1([CH:11]=O)[C:10]2[C:5](=[CH:6][CH:7]=[CH:8][CH:9]=2)[CH:4]=[CH:3][CH:2]=1.[C:13]([C:16]1[S:17][CH:18]=[CH:19][CH:20]=1)(=[O:15])[CH3:14].[OH-].[Na+].CCCCCC.C(OCC)(=O)C. (3) Given the product [C:13]([NH:1][C:2]1[CH:10]=[CH:9][C:5]([C:6]([OH:8])=[O:7])=[C:4]([OH:11])[CH:3]=1)(=[O:15])[CH3:14], predict the reactants needed to synthesize it. The reactants are: [NH2:1][C:2]1[CH:10]=[CH:9][C:5]([C:6]([OH:8])=[O:7])=[C:4]([OH:11])[CH:3]=1.O.[C:13](OC(=O)C)(=[O:15])[CH3:14]. (4) Given the product [Br:1][C:2]1[CH:3]=[C:4]([C:8]([C:10]2[C:11]([NH:17][C@H:18]3[CH2:19][C@H:20]([O:25][Si:26]([CH:30]([CH3:32])[CH3:31])([CH:33]([CH3:34])[CH3:35])[CH:27]([CH3:28])[CH3:29])[C@@H:21]([CH2:23][OH:24])[CH2:22]3)=[N:12][CH:13]=[N:14][CH:15]=2)=[O:9])[S:5][C:6]=1[Cl:7], predict the reactants needed to synthesize it. The reactants are: [Br:1][C:2]1[CH:3]=[C:4]([C:8]([C:10]2[C:11](Cl)=[N:12][CH:13]=[N:14][CH:15]=2)=[O:9])[S:5][C:6]=1[Cl:7].[NH2:17][C@@H:18]1[CH2:22][C@H:21]([CH2:23][OH:24])[C@@H:20]([O:25][Si:26]([CH:33]([CH3:35])[CH3:34])([CH:30]([CH3:32])[CH3:31])[CH:27]([CH3:29])[CH3:28])[CH2:19]1.C([O-])([O-])=O.[K+].[K+]. (5) Given the product [CH2:19]([O:21][C:22]([C:24]1([C:27]2[CH:28]=[CH:29][C:30]([C:13]3[CH:18]=[CH:17][C:16]([C:5]4[O:4][N:3]=[C:2]([CH3:1])[C:6]=4[CH2:7][N:8]4[CH2:12][CH2:11][CH:10]([C:13]5[CH:18]=[CH:17][CH:16]=[CH:15][CH:14]=5)[CH2:9]4)=[CH:15][CH:14]=3)=[CH:31][CH:32]=2)[CH2:25][CH2:26]1)=[O:23])[CH3:20], predict the reactants needed to synthesize it. The reactants are: [CH3:1][C:2]1[C:6]([CH2:7][N:8]2[CH2:12][CH2:11][CH:10]([C:13]3[CH:18]=[CH:17][CH:16]=[CH:15][CH:14]=3)[CH2:9]2)=[CH:5][O:4][N:3]=1.[CH2:19]([O:21][C:22]([C:24]1([C:27]2[CH:32]=[CH:31][C:30](B3OC(C)(C)C(C)(C)O3)=[CH:29][CH:28]=2)[CH2:26][CH2:25]1)=[O:23])[CH3:20]. (6) Given the product [N+:32]([C:35]1[CH:36]=[C:37]([CH:38]=[CH:10][C:9]2[CH:8]=[CH:7][C:6]([C:4]([O:3][CH3:2])=[O:5])=[CH:31][CH:30]=2)[CH:40]=[CH:41][CH:42]=1)([O-:34])=[O:33], predict the reactants needed to synthesize it. The reactants are: [Br-].[CH3:2][O:3][C:4]([C:6]1[CH:31]=[CH:30][C:9]([CH2:10][P+](C2C=CC=CC=2)(C2C=CC=CC=2)C2C=CC=CC=2)=[CH:8][CH:7]=1)=[O:5].[N+:32]([C:35]1[CH:36]=[C:37]([CH:40]=[CH:41][CH:42]=1)[CH:38]=O)([O-:34])=[O:33].C1CC23[N+](=[N-])C(CCC2)=C3C1. (7) Given the product [CH3:1][O:2][C:3](=[O:11])[CH:4]([C:13]([O:15][CH3:16])=[O:14])[C@H:5]([CH3:10])[CH2:6][C:7]([OH:9])=[O:8], predict the reactants needed to synthesize it. The reactants are: [CH3:1][O:2][C:3](=[O:11])[CH2:4][C@H:5]([CH3:10])[CH2:6][C:7]([OH:9])=[O:8].Cl[C:13]([O:15][CH3:16])=[O:14]. (8) The reactants are: [Br:1][C:2]1[CH:3]=[C:4]([CH:7]=[CH:8][CH:9]=1)[CH2:5]Br.[S:10]([O-:13])([O-])=[O:11].[Na+].[Na+].S(Cl)(Cl)=O.[OH-].[NH4+:21]. Given the product [Br:1][C:2]1[CH:3]=[C:4]([CH2:5][S:10]([NH2:21])(=[O:13])=[O:11])[CH:7]=[CH:8][CH:9]=1, predict the reactants needed to synthesize it.